From a dataset of Forward reaction prediction with 1.9M reactions from USPTO patents (1976-2016). Predict the product of the given reaction. Given the reactants FC(F)(F)C(O)=O.C(OC([CH2:15][NH:16][CH:17]([CH2:23][C:24]1[CH:29]=[CH:28][CH:27]=[CH:26][C:25]=1[I:30])[C:18]([O:20][CH2:21][CH3:22])=[O:19])=O)(C)(C)C, predict the reaction product. The product is: [I:30][C:25]1[CH:26]=[CH:27][CH:28]=[CH:29][C:24]=1[CH2:23][CH:17]([NH:16][CH3:15])[C:18]([O:20][CH2:21][CH3:22])=[O:19].